This data is from Reaction yield outcomes from USPTO patents with 853,638 reactions. The task is: Predict the reaction yield, written as a fraction of the theoretical maximum amount of product (1.0 means a 100% yield; for example, 0.34 means a 34% yield). (1) The reactants are C[Si](C)(C)[C:3]1[Se:7][C:6]2=[C:8]([O:28][CH2:29][CH:30]([CH2:35][CH3:36])[CH2:31][CH2:32][CH2:33][CH3:34])[C:9]3[CH:13]=[C:12]([Si](C)(C)C)[Se:11][C:10]=3[C:18]([O:19][CH2:20][CH:21]([CH2:26][CH3:27])[CH2:22][CH2:23][CH2:24][CH3:25])=[C:5]2[CH:4]=1.[F-].C([N+](CCCC)(CCCC)CCCC)CCC.O. The catalyst is C1COCC1. The product is [CH2:35]([CH:30]([CH2:31][CH2:32][CH2:33][CH3:34])[CH2:29][O:28][C:8]1[C:6]2[Se:7][CH:3]=[CH:4][C:5]=2[C:18]([O:19][CH2:20][CH:21]([CH2:26][CH3:27])[CH2:22][CH2:23][CH2:24][CH3:25])=[C:10]2[Se:11][CH:12]=[CH:13][C:9]=12)[CH3:36]. The yield is 0.920. (2) The catalyst is CO.CC(O)=O. The product is [NH2:20][CH2:17][C:15]1[CH:14]=[CH:13][C:3]([O:4][CH2:5][C:6]([O:8][C:9]([CH3:12])([CH3:11])[CH3:10])=[O:7])=[C:2]([Br:1])[CH:16]=1. The yield is 0.182. The reactants are [Br:1][C:2]1[CH:16]=[C:15]([CH:17]=O)[CH:14]=[CH:13][C:3]=1[O:4][CH2:5][C:6]([O:8][C:9]([CH3:12])([CH3:11])[CH3:10])=[O:7].C([BH3-])#[N:20].[Na+].O. (3) The reactants are [CH3:1][O:2][C:3]1[C:8]2[N:9]=[C:10]([NH:12][C:13](=[O:23])[C:14]3[CH:19]=[CH:18][N:17]=[C:16]([CH2:20][NH:21][CH3:22])[CH:15]=3)[S:11][C:7]=2[C:6]([N:24]2[CH2:29][CH2:28][O:27][CH2:26][CH2:25]2)=[CH:5][CH:4]=1.N1C=CC=CC=1.[C:36](Cl)(=[O:38])[CH3:37].C(=O)([O-])O.[Na+]. The catalyst is ClCCl. The product is [C:36]([N:21]([CH2:20][C:16]1[CH:15]=[C:14]([CH:19]=[CH:18][N:17]=1)[C:13]([NH:12][C:10]1[S:11][C:7]2[C:6]([N:24]3[CH2:29][CH2:28][O:27][CH2:26][CH2:25]3)=[CH:5][CH:4]=[C:3]([O:2][CH3:1])[C:8]=2[N:9]=1)=[O:23])[CH3:22])(=[O:38])[CH3:37]. The yield is 0.800. (4) The reactants are N1C=CC=CC=1.Cl[C:8]([O:10][CH2:11][Cl:12])=[O:9].[C:13]([O:17][CH2:18][CH2:19][CH2:20][CH2:21][OH:22])(=[O:16])[CH:14]=[CH2:15]. The catalyst is ClCCl. The product is [C:8](=[O:9])([O:22][CH2:21][CH2:20][CH2:19][CH2:18][O:17][C:13](=[O:16])[CH:14]=[CH2:15])[O:10][CH2:11][Cl:12]. The yield is 0.740. (5) The reactants are C(OC([N:8]1[CH2:38][CH2:37][C:11]2([O:15][C:14](=[O:16])[N:13]([CH2:17][C:18]3[CH:23]=[CH:22][C:21]([O:24][CH2:25][CH:26]([CH3:28])[CH3:27])=[CH:20][CH:19]=3)[CH:12]2[CH2:29][C:30]2[CH:35]=[CH:34][C:33]([F:36])=[CH:32][CH:31]=2)[CH2:10][CH2:9]1)=O)(C)(C)C.[NH:39]1[CH2:44][CH2:43][O:42][CH2:41][CH2:40]1.[Cl:45][CH2:46][CH2:47][CH2:48]I.C(=O)([O-])[O-].[K+].[K+].[I-].[Na+]. The catalyst is C(#N)C.CN(C=O)C. The product is [ClH:45].[ClH:45].[F:36][C:33]1[CH:32]=[CH:31][C:30]([CH2:29][CH:12]2[C:11]3([CH2:37][CH2:38][N:8]([CH2:46][CH2:47][CH2:48][N:39]4[CH2:44][CH2:43][O:42][CH2:41][CH2:40]4)[CH2:9][CH2:10]3)[O:15][C:14](=[O:16])[N:13]2[CH2:17][C:18]2[CH:23]=[CH:22][C:21]([O:24][CH2:25][CH:26]([CH3:27])[CH3:28])=[CH:20][CH:19]=2)=[CH:35][CH:34]=1. The yield is 0.400. (6) The reactants are C[O-].[Na+].[CH3:4][C:5]1[N:14]=[CH:13][C:12]2[CH2:11][CH2:10][CH:9]3[CH:15]([CH3:22])[C:16]4[O:20][N:19]=[CH:18][C:17]=4[CH2:21][C:8]3([C:23]3[CH:28]=[CH:27][CH:26]=[CH:25][CH:24]=3)[C:7]=2[N:6]=1. The catalyst is CO.O1CCCC1. The product is [CH3:4][C:5]1[N:14]=[CH:13][C:12]2[CH2:11][CH2:10][CH:9]3[CH:15]([CH3:22])[C:16](=[O:20])[CH:17]([C:18]#[N:19])[CH2:21][C:8]3([C:23]3[CH:24]=[CH:25][CH:26]=[CH:27][CH:28]=3)[C:7]=2[N:6]=1. The yield is 1.00.